This data is from Forward reaction prediction with 1.9M reactions from USPTO patents (1976-2016). The task is: Predict the product of the given reaction. (1) Given the reactants [CH3:1][C:2]1[NH:3][CH:4]=[CH:5][C:6]=1[C:7]([O:9][CH2:10][CH3:11])=[O:8].[C:12]1([S:18](Cl)(=[O:20])=[O:19])[CH:17]=[CH:16][CH:15]=[CH:14][CH:13]=1.[OH-].[Na+], predict the reaction product. The product is: [CH3:1][C:2]1[N:3]([S:18]([C:12]2[CH:17]=[CH:16][CH:15]=[CH:14][CH:13]=2)(=[O:20])=[O:19])[CH:4]=[CH:5][C:6]=1[C:7]([O:9][CH2:10][CH3:11])=[O:8]. (2) The product is: [C:31]([C:35]1[CH:36]=[CH:37][C:38]([C:39]([NH:2][C:3]2[CH:4]=[CH:5][C:6]([CH2:9][CH2:10][O:11][C:12]3[CH:17]=[CH:16][C:15]([CH2:18][C@H:19]([O:23][CH2:24][CH3:25])[C:20]([OH:22])=[O:21])=[CH:14][CH:13]=3)=[CH:7][CH:8]=2)=[O:40])=[CH:42][CH:43]=1)([CH3:34])([CH3:32])[CH3:33]. Given the reactants Cl.[NH2:2][C:3]1[CH:8]=[CH:7][C:6]([CH2:9][CH2:10][O:11][C:12]2[CH:17]=[CH:16][C:15]([CH2:18][C@H:19]([O:23][CH2:24][CH3:25])[C:20]([OH:22])=[O:21])=[CH:14][CH:13]=2)=[CH:5][CH:4]=1.C(=O)([O-])O.[Na+].[C:31]([C:35]1[CH:43]=[CH:42][C:38]([C:39](Cl)=[O:40])=[CH:37][CH:36]=1)([CH3:34])([CH3:33])[CH3:32].ClCCl, predict the reaction product.